From a dataset of NCI-60 drug combinations with 297,098 pairs across 59 cell lines. Regression. Given two drug SMILES strings and cell line genomic features, predict the synergy score measuring deviation from expected non-interaction effect. (1) Drug 1: C1CNP(=O)(OC1)N(CCCl)CCCl. Drug 2: CCN(CC)CCNC(=O)C1=C(NC(=C1C)C=C2C3=C(C=CC(=C3)F)NC2=O)C. Cell line: HT29. Synergy scores: CSS=51.3, Synergy_ZIP=18.5, Synergy_Bliss=19.0, Synergy_Loewe=-9.64, Synergy_HSA=14.5. (2) Synergy scores: CSS=18.1, Synergy_ZIP=-5.15, Synergy_Bliss=-0.170, Synergy_Loewe=-3.58, Synergy_HSA=-0.960. Drug 1: C1=CC(=CC=C1CCC2=CNC3=C2C(=O)NC(=N3)N)C(=O)NC(CCC(=O)O)C(=O)O. Drug 2: CC(C)(C#N)C1=CC(=CC(=C1)CN2C=NC=N2)C(C)(C)C#N. Cell line: OVCAR-5. (3) Drug 1: CC1C(C(CC(O1)OC2CC(CC3=C2C(=C4C(=C3O)C(=O)C5=C(C4=O)C(=CC=C5)OC)O)(C(=O)CO)O)N)O.Cl. Drug 2: C(CCl)NC(=O)N(CCCl)N=O. Cell line: SK-MEL-2. Synergy scores: CSS=31.1, Synergy_ZIP=-5.47, Synergy_Bliss=-8.28, Synergy_Loewe=-32.9, Synergy_HSA=-6.19. (4) Drug 1: CC1=C2C(C(=O)C3(C(CC4C(C3C(C(C2(C)C)(CC1OC(=O)C(C(C5=CC=CC=C5)NC(=O)C6=CC=CC=C6)O)O)OC(=O)C7=CC=CC=C7)(CO4)OC(=O)C)O)C)OC(=O)C. Drug 2: CS(=O)(=O)CCNCC1=CC=C(O1)C2=CC3=C(C=C2)N=CN=C3NC4=CC(=C(C=C4)OCC5=CC(=CC=C5)F)Cl. Cell line: LOX IMVI. Synergy scores: CSS=30.4, Synergy_ZIP=2.08, Synergy_Bliss=1.45, Synergy_Loewe=-35.0, Synergy_HSA=3.00. (5) Drug 1: CS(=O)(=O)CCNCC1=CC=C(O1)C2=CC3=C(C=C2)N=CN=C3NC4=CC(=C(C=C4)OCC5=CC(=CC=C5)F)Cl. Synergy scores: CSS=75.7, Synergy_ZIP=11.1, Synergy_Bliss=11.6, Synergy_Loewe=-5.67, Synergy_HSA=14.5. Drug 2: CC1C(C(CC(O1)OC2CC(CC3=C2C(=C4C(=C3O)C(=O)C5=CC=CC=C5C4=O)O)(C(=O)C)O)N)O. Cell line: A498. (6) Drug 1: CC1CCC2CC(C(=CC=CC=CC(CC(C(=O)C(C(C(=CC(C(=O)CC(OC(=O)C3CCCCN3C(=O)C(=O)C1(O2)O)C(C)CC4CCC(C(C4)OC)OCCO)C)C)O)OC)C)C)C)OC. Drug 2: CCN(CC)CCCC(C)NC1=C2C=C(C=CC2=NC3=C1C=CC(=C3)Cl)OC. Cell line: SN12C. Synergy scores: CSS=20.6, Synergy_ZIP=-8.86, Synergy_Bliss=-9.44, Synergy_Loewe=-3.92, Synergy_HSA=-3.04.